This data is from Reaction yield outcomes from USPTO patents with 853,638 reactions. The task is: Predict the reaction yield, written as a fraction of the theoretical maximum amount of product (1.0 means a 100% yield; for example, 0.34 means a 34% yield). (1) The reactants are [F:1][C:2]1[CH:3]=[CH:4][C:5]([S:21][CH2:22][C:23]2[CH:28]=[CH:27][CH:26]=[C:25]([N+:29]([O-])=O)[CH:24]=2)=[C:6]([NH:8][S:9]([C:12]2[O:13][C:14]3[CH:20]=[CH:19][CH:18]=[CH:17][C:15]=3[CH:16]=2)(=[O:11])=[O:10])[CH:7]=1.[NH4+].[Cl-]. The catalyst is CO.[Zn]. The product is [NH2:29][C:25]1[CH:24]=[C:23]([CH:28]=[CH:27][CH:26]=1)[CH2:22][S:21][C:5]1[CH:4]=[CH:3][C:2]([F:1])=[CH:7][C:6]=1[NH:8][S:9]([C:12]1[O:13][C:14]2[CH:20]=[CH:19][CH:18]=[CH:17][C:15]=2[CH:16]=1)(=[O:11])=[O:10]. The yield is 0.590. (2) The reactants are [F:1][C:2]1[C:3]([NH:26][C:27]2[CH:32]=[CH:31][C:30]([I:33])=[CH:29][C:28]=2[F:34])=[C:4]([CH:12]=[C:13](/[CH:16]=[N:17]/[O:18][CH2:19][CH2:20][CH2:21][C:22](=[O:25])[NH:23][CH3:24])[C:14]=1[F:15])[C:5]([NH:7][O:8][CH2:9][CH2:10][OH:11])=[O:6].ClCCl.ClC(Cl)C(O)=O. The catalyst is C(OCC)(=O)C. The product is [F:1][C:2]1[C:3]([NH:26][C:27]2[CH:32]=[CH:31][C:30]([I:33])=[CH:29][C:28]=2[F:34])=[C:4]([CH:12]=[C:13]([CH2:16][NH:17][O:18][CH2:19][CH2:20][CH2:21][C:22](=[O:25])[NH:23][CH3:24])[C:14]=1[F:15])[C:5]([NH:7][O:8][CH2:9][CH2:10][OH:11])=[O:6]. The yield is 0.650.